Task: Predict the product of the given reaction.. Dataset: Forward reaction prediction with 1.9M reactions from USPTO patents (1976-2016) Given the reactants [CH3:1][O:2][C:3]1[CH:12]=[CH:11][C:6]2[C:7](=[O:10])[CH2:8][O:9][C:5]=2[C:4]=1[C:13]#[C:14][CH2:15][CH:16]1[CH2:21][CH2:20][N:19]([C:22]([O:24][C:25]([CH3:28])([CH3:27])[CH3:26])=[O:23])[CH2:18][CH2:17]1, predict the reaction product. The product is: [CH3:1][O:2][C:3]1[CH:12]=[CH:11][C:6]2[C:7](=[O:10])[CH2:8][O:9][C:5]=2[C:4]=1/[CH:13]=[CH:14]\[CH2:15][CH:16]1[CH2:21][CH2:20][N:19]([C:22]([O:24][C:25]([CH3:28])([CH3:27])[CH3:26])=[O:23])[CH2:18][CH2:17]1.